From a dataset of Forward reaction prediction with 1.9M reactions from USPTO patents (1976-2016). Predict the product of the given reaction. (1) Given the reactants Br[C:2]1[CH:3]=[C:4]2[C:9](=[CH:10][CH:11]=1)[C:8]([O:12][Si](CC)(CC)CC)=[C:7]([C@H:20]([O:26][C:27]([CH3:30])([CH3:29])[CH3:28])[C:21]([O:23][CH2:24][CH3:25])=[O:22])[C:6]([CH3:31])=[CH:5]2.[CH:32]1([C:35]#[C:36][Si](C)(C)C)[CH2:34][CH2:33]1.C(N(CC)CC)C.[F-].[Cs+], predict the reaction product. The product is: [C:27]([O:26][C@@H:20]([C:7]1[C:6]([CH3:31])=[CH:5][C:4]2[C:9](=[CH:10][CH:11]=[C:2]([C:36]#[C:35][CH:32]3[CH2:34][CH2:33]3)[CH:3]=2)[C:8]=1[OH:12])[C:21]([O:23][CH2:24][CH3:25])=[O:22])([CH3:28])([CH3:30])[CH3:29]. (2) The product is: [N:54]1[CH:55]=[CH:56][CH:57]=[CH:58][C:53]=1[NH:52][C:22]([C:21]1[CH:20]=[CH:19][C:18]([NH:17][C:15]([C:10]2[C:9]([C:6]3[CH:7]=[CH:8][C:3]([C:2]([F:1])([F:27])[F:28])=[CH:4][CH:5]=3)=[CH:14][CH:13]=[CH:12][CH:11]=2)=[O:16])=[CH:26][CH:25]=1)=[O:23]. Given the reactants [F:1][C:2]([F:28])([F:27])[C:3]1[CH:8]=[CH:7][C:6]([C:9]2[CH:14]=[CH:13][CH:12]=[CH:11][C:10]=2[C:15]([NH:17][C:18]2[CH:26]=[CH:25][C:21]([C:22](O)=[O:23])=[CH:20][CH:19]=2)=[O:16])=[CH:5][CH:4]=1.O.ON1C2C=CC=CC=2N=N1.CCN=C=NCCCN(C)C.Cl.[NH2:52][C:53]1[CH:58]=[CH:57][CH:56]=[CH:55][N:54]=1, predict the reaction product. (3) Given the reactants [CH2:1]([N:3]1[CH2:8][CH2:7][N:6]([C:9]2[CH:10]=[CH:11][C:12]([N+:16]([O-])=O)=[C:13]([CH:15]=2)[NH2:14])[CH2:5][CH2:4]1)[CH3:2], predict the reaction product. The product is: [CH2:1]([N:3]1[CH2:4][CH2:5][N:6]([C:9]2[CH:15]=[C:13]([NH2:14])[C:12]([NH2:16])=[CH:11][CH:10]=2)[CH2:7][CH2:8]1)[CH3:2]. (4) Given the reactants [F:1][C:2]([F:23])([C:16]1[CH:21]=[CH:20][C:19]([F:22])=[CH:18][N:17]=1)[C:3]1[NH:12][C:11](=O)[C:10]2[C:5](=[CH:6][C:7]([O:14][CH3:15])=[CH:8][CH:9]=2)[N:4]=1.CCN(C(C)C)C(C)C.P(Cl)(Cl)([Cl:35])=O, predict the reaction product. The product is: [Cl:35][C:11]1[C:10]2[C:5](=[CH:6][C:7]([O:14][CH3:15])=[CH:8][CH:9]=2)[N:4]=[C:3]([C:2]([F:23])([F:1])[C:16]2[CH:21]=[CH:20][C:19]([F:22])=[CH:18][N:17]=2)[N:12]=1.